From a dataset of Reaction yield outcomes from USPTO patents with 853,638 reactions. Predict the reaction yield, written as a fraction of the theoretical maximum amount of product (1.0 means a 100% yield; for example, 0.34 means a 34% yield). (1) The reactants are C(Cl)(=O)C(Cl)=O.CS(C)=O.[CH3:11][C:12]([NH:20][C:21]([C:23]1[CH:28]=[CH:27][C:26]([N:29]2[CH2:32][CH:31]([OH:33])[CH2:30]2)=[C:25]([O:34][CH2:35][CH:36]2[CH2:38][CH2:37]2)[N:24]=1)=[O:22])([C:14]1[N:18]=[C:17]([CH3:19])[O:16][N:15]=1)[CH3:13].C(N(CC)CC)C. The yield is 0.850. The product is [CH3:13][C:12]([NH:20][C:21]([C:23]1[CH:28]=[CH:27][C:26]([N:29]2[CH2:30][C:31](=[O:33])[CH2:32]2)=[C:25]([O:34][CH2:35][CH:36]2[CH2:37][CH2:38]2)[N:24]=1)=[O:22])([C:14]1[N:18]=[C:17]([CH3:19])[O:16][N:15]=1)[CH3:11]. The catalyst is ClCCl.O. (2) The reactants are [CH3:1][O:2][C:3](=[O:24])[CH:4]([NH:16][C:17](=[O:23])[CH:18]([NH2:22])[CH2:19][O:20][CH3:21])[CH2:5][C:6]1[CH:15]=[CH:14][C:13]2[C:8](=[CH:9][CH:10]=[CH:11][CH:12]=2)[CH:7]=1.[N+:25]([C:28]1[CH:33]=[CH:32][CH:31]=[CH:30][C:29]=1[S:34](Cl)(=[O:36])=[O:35])([O-:27])=[O:26].C(N(CC)CC)C.OS([O-])(=O)=O.[K+]. The catalyst is C1COCC1.O. The product is [CH3:1][O:2][C:3](=[O:24])[CH:4]([NH:16][C:17](=[O:23])[CH:18]([NH:22][S:34]([C:29]1[CH:30]=[CH:31][CH:32]=[CH:33][C:28]=1[N+:25]([O-:27])=[O:26])(=[O:35])=[O:36])[CH2:19][O:20][CH3:21])[CH2:5][C:6]1[CH:15]=[CH:14][C:13]2[C:8](=[CH:9][CH:10]=[CH:11][CH:12]=2)[CH:7]=1. The yield is 1.00. (3) The reactants are [CH3:1][CH2:2]/[C:3](/[C:23]1[CH:24]=[CH:25][CH:26]=[CH:27][CH:28]=1)=[C:4](/[C:11]1[CH:12]=[CH:13][C:14]([O:17][CH2:18][CH2:19][N:20]([CH3:22])[CH3:21])=[CH:15][CH:16]=1)\[C:5]1[CH:6]=[CH:7][CH:8]=[CH:9][CH:10]=1.F[B-](F)(F)F.[O:34]=[N+:35]=[O:36].[OH2:37]. The catalyst is CN(C)C=O.C1S(=O)(=O)CCC1. The product is [CH3:1][CH2:2]/[C:3](/[C:23]1[CH:28]=[CH:27][CH:26]=[CH:25][CH:24]=1)=[C:4](/[C:11]1[CH:12]=[CH:13][C:14]([O:17][CH2:18][CH2:19][N:20]([CH3:22])[CH3:21])=[CH:15][CH:16]=1)\[C:5]1[CH:6]=[CH:7][CH:8]=[CH:9][CH:10]=1.[N+:35]([O-:37])([O-:36])=[O:34]. The yield is 0.920.